This data is from Forward reaction prediction with 1.9M reactions from USPTO patents (1976-2016). The task is: Predict the product of the given reaction. (1) Given the reactants [CH3:1][C@@H]1[C@@H](COC(=O)C2C=CC=CC=2)O[C@@H](OC2C=C(OC(=O)C)C=CC=2CC2C=CC(CC)=CC=2)[C@H](OC(=O)C2C=CC=CC=2)[C@H]1OC(=O)C1C=CC=CC=1.C(=O)([O-])[O-].[K+].[K+].CO.C[O:65][CH2:66][C@H:67]1[O:90][C@@H:71]([O:72][C:73]2[CH:78]=[C:77]([CH2:79][OH:80])[CH:76]=[CH:75][C:74]=2[CH2:81][C:82]2[CH:87]=[CH:86][C:85]([CH2:88][CH3:89])=[CH:84][CH:83]=2)[C@H:70]([OH:91])[C@@H:69]([OH:92])[C@@H:68]1O, predict the reaction product. The product is: [CH3:1][C@@H:68]1[C@@H:67]([CH2:66][OH:65])[O:90][C@@H:71]([O:72][C:73]2[CH:78]=[C:77]([CH2:79][OH:80])[CH:76]=[CH:75][C:74]=2[CH2:81][C:82]2[CH:87]=[CH:86][C:85]([CH2:88][CH3:89])=[CH:84][CH:83]=2)[C@H:70]([OH:91])[C@H:69]1[OH:92]. (2) Given the reactants [C:1]([C:3]1[CH:8]=[CH:7][C:6]([C:9]2([O:12][CH2:13][C:14]([CH3:17])([CH3:16])[CH3:15])[CH2:11][CH2:10]2)=[CH:5][C:4]=1C)#[CH:2].[CH2:19]([O:21][C:22](=[O:30])[C:23]1[CH:28]=[CH:27][C:26](I)=[CH:25][CH:24]=1)[CH3:20].[CH2:31](N(CC)CC)C, predict the reaction product. The product is: [CH3:15][C:14]([CH3:17])([CH3:16])[CH2:13][O:12][C:9]1([C:6]2[CH:7]=[CH:8][C:3]([C:1]#[C:2][C:26]3[CH:27]=[CH:28][C:23]([C:22]([O:21][CH2:19][CH3:20])=[O:30])=[CH:24][CH:25]=3)=[CH:4][C:5]=2[CH3:31])[CH2:11][CH2:10]1.